This data is from Full USPTO retrosynthesis dataset with 1.9M reactions from patents (1976-2016). The task is: Predict the reactants needed to synthesize the given product. (1) Given the product [CH2:27]([NH:1][CH:2]1[CH2:7][CH2:6][CH2:5][CH2:4][CH:3]1[NH:8][C:9](=[O:26])[C:10]1[C:15]([C:16]([F:19])([F:18])[F:17])=[CH:14][C:13]([C:20]([F:21])([F:22])[F:23])=[CH:12][C:11]=1[O:24][CH3:25])[C:28]1[CH:33]=[CH:32][CH:31]=[CH:30][CH:29]=1, predict the reactants needed to synthesize it. The reactants are: [NH2:1][C@H:2]1[CH2:7][CH2:6][CH2:5][CH2:4][C@H:3]1[NH:8][C:9](=[O:26])[C:10]1[C:15]([C:16]([F:19])([F:18])[F:17])=[CH:14][C:13]([C:20]([F:23])([F:22])[F:21])=[CH:12][C:11]=1[O:24][CH3:25].[CH:27](=O)[C:28]1[CH:33]=[CH:32][CH:31]=[CH:30][CH:29]=1. (2) Given the product [CH3:15][C:16]1([CH3:25])[C:17]2[C:18](=[C:22]([NH2:23])[N:2]([C:4]3[CH:14]=[CH:13][CH:12]=[CH:6][CH:5]=3)[N:3]=2)[CH2:19][CH2:20][CH2:21]1, predict the reactants needed to synthesize it. The reactants are: Cl.[NH:2]([C:4]1[CH:5]=[C:6]([CH:12]=[CH:13][CH:14]=1)C(OCC)=O)[NH2:3].[CH3:15][C:16]1([CH3:25])[CH2:21][CH2:20][CH2:19][CH:18]([C:22]#[N:23])[C:17]1=O.CC(C)(C)C(=O)CC#N. (3) Given the product [CH3:1][O:2][CH:3]1[CH2:4][NH:5][CH2:6][CH:7]([C:8]([O:10][CH3:11])=[O:9])[CH2:12]1, predict the reactants needed to synthesize it. The reactants are: [CH3:1][O:2][C:3]1[CH:4]=[N:5][CH:6]=[C:7]([CH:12]=1)[C:8]([O:10][CH3:11])=[O:9]. (4) Given the product [F:26][C:25]([F:28])([F:27])[C:24]([NH:23][C:19]1[CH:20]=[CH:21][CH:22]=[C:17]([C:9]2[C:8]([C:6]3[CH:5]=[CH:4][N:3]=[C:2]([NH:38][C:37]4[CH:39]=[CH:40][CH:41]=[C:35]([C:34]5[O:30][CH:31]=[N:32][CH:33]=5)[CH:36]=4)[N:7]=3)=[C:12]3[CH:13]=[CH:14][CH:15]=[CH:16][N:11]3[N:10]=2)[CH:18]=1)=[O:29], predict the reactants needed to synthesize it. The reactants are: Cl[C:2]1[N:7]=[C:6]([C:8]2[C:9]([C:17]3[CH:18]=[C:19]([NH:23][C:24](=[O:29])[C:25]([F:28])([F:27])[F:26])[CH:20]=[CH:21][CH:22]=3)=[N:10][N:11]3[CH:16]=[CH:15][CH:14]=[CH:13][C:12]=23)[CH:5]=[CH:4][N:3]=1.[O:30]1[C:34]([C:35]2[CH:36]=[C:37]([CH:39]=[CH:40][CH:41]=2)[NH2:38])=[CH:33][N:32]=[CH:31]1.Cl. (5) Given the product [ClH:33].[CH3:1][N:2]1[N:6]=[N:5][C:4]([C:7]2[CH:8]=[CH:9][C:10]([O:11][CH:12]3[CH2:16][CH2:15][N:14]([CH:17]4[CH2:18][CH2:19][NH:20][CH2:21][CH2:22]4)[C:13]3=[O:30])=[CH:31][CH:32]=2)=[N:3]1, predict the reactants needed to synthesize it. The reactants are: [CH3:1][N:2]1[N:6]=[N:5][C:4]([C:7]2[CH:32]=[CH:31][C:10]([O:11][CH:12]3[CH2:16][CH2:15][N:14]([CH:17]4[CH2:22][CH2:21][N:20](C(OC(C)(C)C)=O)[CH2:19][CH2:18]4)[C:13]3=[O:30])=[CH:9][CH:8]=2)=[N:3]1.[ClH:33].